From a dataset of Forward reaction prediction with 1.9M reactions from USPTO patents (1976-2016). Predict the product of the given reaction. (1) Given the reactants [F:1][C:2]1[CH:3]=[C:4]([C:12](OC)=[O:13])[C:5]2[O:9][C:8]([CH3:10])=[CH:7][C:6]=2[CH:11]=1.[H-].[H-].[H-].[H-].[Li+].[Al+3], predict the reaction product. The product is: [F:1][C:2]1[CH:3]=[C:4]([CH2:12][OH:13])[C:5]2[O:9][C:8]([CH3:10])=[CH:7][C:6]=2[CH:11]=1. (2) Given the reactants [Cl:1][C:2]1[C:10]2[N:9]=[C:8]3[N:11]([C:15]4[C:16]([CH3:23])=[N:17][C:18](Cl)=[N:19][C:20]=4[CH3:21])[CH2:12][CH2:13][CH2:14][N:7]3[C:6]=2[C:5]([CH:24]([O:29][CH:30]([F:32])[F:31])[C:25]([F:28])([F:27])[F:26])=[CH:4][CH:3]=1.[O-:33][CH2:34][CH3:35].[Na+], predict the reaction product. The product is: [Cl:1][C:2]1[C:10]2[N:9]=[C:8]3[N:11]([C:15]4[C:16]([CH3:23])=[N:17][C:18]([O:33][CH2:34][CH3:35])=[N:19][C:20]=4[CH3:21])[CH2:12][CH2:13][CH2:14][N:7]3[C:6]=2[C:5]([CH:24]([O:29][CH:30]([F:31])[F:32])[C:25]([F:27])([F:26])[F:28])=[CH:4][CH:3]=1. (3) Given the reactants [H-].[Na+].[CH3:3]N(C)C=O.[Cl:8][C:9]1[NH:13][C:12]2[CH:14]=[CH:15][CH:16]=[CH:17][C:11]=2[N:10]=1.CI, predict the reaction product. The product is: [Cl:8][C:9]1[N:13]([CH3:3])[C:12]2[CH:14]=[CH:15][CH:16]=[CH:17][C:11]=2[N:10]=1. (4) Given the reactants [C:1]([N:8]1[CH2:13][CH2:12][N:11]([C:14]2[CH:19]=[CH:18][CH:17]=[CH:16][C:15]=2[CH2:20][NH2:21])[CH2:10][CH2:9]1)([O:3][C:4]([CH3:7])([CH3:6])[CH3:5])=[O:2].C(N(CC)CC)C.[CH3:29][S:30](Cl)(=[O:32])=[O:31], predict the reaction product. The product is: [C:1]([N:8]1[CH2:9][CH2:10][N:11]([C:14]2[CH:19]=[CH:18][CH:17]=[CH:16][C:15]=2[CH2:20][NH:21][S:30]([CH3:29])(=[O:32])=[O:31])[CH2:12][CH2:13]1)([O:3][C:4]([CH3:7])([CH3:6])[CH3:5])=[O:2].